This data is from Reaction yield outcomes from USPTO patents with 853,638 reactions. The task is: Predict the reaction yield, written as a fraction of the theoretical maximum amount of product (1.0 means a 100% yield; for example, 0.34 means a 34% yield). (1) The reactants are [ClH:1].Cl.[Cl:3][C:4]1[CH:9]=[CH:8][C:7]([C@@H:10]([C@@H:34]2[CH2:38][CH2:37][CH2:36][NH:35]2)[C:11]([N:13]2[CH2:18][CH2:17][N:16]([C:19]3[C:24]([C:25]4[CH:30]=[CH:29][CH:28]=[CH:27][CH:26]=4)=[CH:23][N:22]=[C:21]4[NH:31][CH:32]=[CH:33][C:20]=34)[CH2:15][CH2:14]2)=[O:12])=[CH:6][CH:5]=1.C=O.[BH3-][C:42]#N.[Na+].CN.C([O-])(O)=O.[Na+]. The catalyst is CO. The product is [ClH:3].[ClH:1].[Cl:3][C:4]1[CH:5]=[CH:6][C:7]([C@@H:10]([C@@H:34]2[CH2:38][CH2:37][CH2:36][N:35]2[CH3:42])[C:11]([N:13]2[CH2:14][CH2:15][N:16]([C:19]3[C:24]([C:25]4[CH:30]=[CH:29][CH:28]=[CH:27][CH:26]=4)=[CH:23][N:22]=[C:21]4[NH:31][CH:32]=[CH:33][C:20]=34)[CH2:17][CH2:18]2)=[O:12])=[CH:8][CH:9]=1. The yield is 0.980. (2) The reactants are [C:1]([O:5][C:6]([N:8]1[CH2:14][C:13]2[CH:15]=[C:16]([Cl:19])[CH:17]=[CH:18][C:12]=2[NH:11][C:10](=O)[CH2:9]1)=[O:7])([CH3:4])([CH3:3])[CH3:2].COC1C=CC(P2(=S)SP(=S)(C3C=CC(OC)=CC=3)[S:30]2)=CC=1. The catalyst is O1CCCC1. The product is [C:1]([O:5][C:6]([N:8]1[CH2:14][C:13]2[CH:15]=[C:16]([Cl:19])[CH:17]=[CH:18][C:12]=2[NH:11][C:10](=[S:30])[CH2:9]1)=[O:7])([CH3:4])([CH3:3])[CH3:2]. The yield is 0.864. (3) The reactants are [Cl:1][C:2]1[CH:7]=[CH:6][C:5]([C@@H:8]2[CH2:12][NH:11]C(=O)[C@H:9]2[C:14]([O:16]C)=[O:15])=[CH:4][CH:3]=1.Cl. The yield is 0.810. The product is [ClH:1].[NH2:11][CH2:12][C@@H:8]([C:5]1[CH:4]=[CH:3][C:2]([Cl:1])=[CH:7][CH:6]=1)[CH2:9][C:14]([OH:16])=[O:15]. The catalyst is ClC1C=CC=CC=1Cl. (4) The reactants are [OH2:1].O.O.C([O-])(=O)C.[Na+].[F:9][C:10]1[CH:11]=[CH:12][C:13]([OH:18])=[C:14]([CH:17]=1)[CH:15]=O.[NH2:19]O.Cl. The catalyst is O.C(O)C. The product is [F:9][C:10]1[CH:11]=[CH:12][C:13]([OH:18])=[C:14]([CH:17]=1)[CH:15]=[N:19][OH:1]. The yield is 0.830. (5) The yield is 0.950. The reactants are [CH3:1][C:2]([C:5]1[CH:6]=[CH:7][C:8]([OH:28])=[C:9]([CH:27]=1)[C:10]([NH:12][C:13]1[CH:18]=[C:17]([C:19]([F:22])([F:21])[F:20])[CH:16]=[C:15]([C:23]([F:26])([F:25])[F:24])[CH:14]=1)=[O:11])([CH3:4])[CH3:3].[N:29]1([C:35](Cl)=[O:36])[CH2:34][CH2:33][O:32][CH2:31][CH2:30]1. No catalyst specified. The product is [CH3:4][C:2]([C:5]1[CH:6]=[CH:7][C:8]([O:28][C:35]([N:29]2[CH2:34][CH2:33][O:32][CH2:31][CH2:30]2)=[O:36])=[C:9]([CH:27]=1)[C:10]([NH:12][C:13]1[CH:14]=[C:15]([C:23]([F:26])([F:24])[F:25])[CH:16]=[C:17]([C:19]([F:20])([F:21])[F:22])[CH:18]=1)=[O:11])([CH3:1])[CH3:3]. (6) The product is [OH:13][CH:14]([CH3:51])[C:15]([CH3:49])([CH3:50])[O:16][C:17]1[CH:22]=[CH:21][C:20]([N:23]2[C:28](=[O:29])[C:27]([CH2:30][C:31]3[CH:36]=[CH:35][C:34]([C:37]4[CH:42]=[CH:41][CH:40]=[CH:39][C:38]=4[C:43]4[NH:3][C:4](=[O:7])[O:5][N:44]=4)=[CH:33][CH:32]=3)=[C:26]([CH2:45][CH2:46][CH3:47])[N:25]=[C:24]2[CH3:48])=[CH:19][CH:18]=1. The catalyst is O.C(OCC)(=O)C. The yield is 0.680. The reactants are [Cl-].O[NH3+:3].[C:4](=[O:7])([O-])[OH:5].[Na+].CS(C)=O.[OH:13][CH:14]([CH3:51])[C:15]([CH3:50])([CH3:49])[O:16][C:17]1[CH:22]=[CH:21][C:20]([N:23]2[C:28](=[O:29])[C:27]([CH2:30][C:31]3[CH:36]=[CH:35][C:34]([C:37]4[C:38]([C:43]#[N:44])=[CH:39][CH:40]=[CH:41][CH:42]=4)=[CH:33][CH:32]=3)=[C:26]([CH2:45][CH2:46][CH3:47])[N:25]=[C:24]2[CH3:48])=[CH:19][CH:18]=1.